From a dataset of Reaction yield outcomes from USPTO patents with 853,638 reactions. Predict the reaction yield, written as a fraction of the theoretical maximum amount of product (1.0 means a 100% yield; for example, 0.34 means a 34% yield). The reactants are [CH2:1]([O:3][C:4](=[O:22])[C:5]([C:12](=[O:21])[C:13]1[CH:18]=[CH:17][C:16]([Br:19])=[CH:15][C:14]=1F)=[C:6]([NH:9][CH2:10][CH3:11])[S:7][CH3:8])[CH3:2].C([O-])([O-])=O.[K+].[K+]. The catalyst is CN(C=O)C.O. The product is [CH2:1]([O:3][C:4]([C:5]1[C:12](=[O:21])[C:13]2[C:18](=[CH:17][C:16]([Br:19])=[CH:15][CH:14]=2)[N:9]([CH2:10][CH3:11])[C:6]=1[S:7][CH3:8])=[O:22])[CH3:2]. The yield is 0.920.